This data is from Forward reaction prediction with 1.9M reactions from USPTO patents (1976-2016). The task is: Predict the product of the given reaction. Given the reactants [F:1][C:2]([F:18])([CH2:15][CH:16]=[CH2:17])[C:3]([NH:5][C@H:6]([C:9]1[CH:14]=[CH:13][CH:12]=[CH:11][CH:10]=1)[CH2:7][OH:8])=[O:4].[CH3:19][C@H:20]([CH2:24][CH:25]=[CH2:26])[C:21](O)=[O:22], predict the reaction product. The product is: [CH3:19][C@H:20]([CH2:24][CH:25]=[CH2:26])[C:21]([O:8][CH2:7][C@H:6]([NH:5][C:3](=[O:4])[C:2]([F:18])([F:1])[CH2:15][CH:16]=[CH2:17])[C:9]1[CH:14]=[CH:13][CH:12]=[CH:11][CH:10]=1)=[O:22].